This data is from Forward reaction prediction with 1.9M reactions from USPTO patents (1976-2016). The task is: Predict the product of the given reaction. The product is: [OH:12][C@@H:11]1[C:10]2[C:9]([CH2:13][O:14][CH3:15])=[CH:8][N:7]3[C:16]([CH3:20])=[C:17]([CH3:19])[N:18]=[C:6]3[C:5]=2[NH:4][C@H:3]([C:21]2[CH:22]=[CH:23][CH:24]=[CH:25][CH:26]=2)[C@H:2]1[OH:1]. Given the reactants [OH:1][C@H:2]1[C:11](=[O:12])[C:10]2[C:9]([CH2:13][O:14][CH3:15])=[CH:8][N:7]3[C:16]([CH3:20])=[C:17]([CH3:19])[N:18]=[C:6]3[C:5]=2[NH:4][C@@H:3]1[C:21]1[CH:26]=[CH:25][CH:24]=[CH:23][CH:22]=1.[BH4-].[Na+], predict the reaction product.